From a dataset of Reaction yield outcomes from USPTO patents with 853,638 reactions. Predict the reaction yield, written as a fraction of the theoretical maximum amount of product (1.0 means a 100% yield; for example, 0.34 means a 34% yield). The reactants are Cl.[CH3:2][NH:3][O:4][CH3:5].Cl[Al](C)C.[Br:10][C:11]1[CH:16]=[CH:15][C:14]([CH2:17][C:18]([O:20]CC)=O)=[CH:13][CH:12]=1. The catalyst is C(Cl)Cl. The product is [Br:10][C:11]1[CH:12]=[CH:13][C:14]([CH2:17][C:18]([N:3]([O:4][CH3:5])[CH3:2])=[O:20])=[CH:15][CH:16]=1. The yield is 0.800.